Task: Regression. Given two drug SMILES strings and cell line genomic features, predict the synergy score measuring deviation from expected non-interaction effect.. Dataset: NCI-60 drug combinations with 297,098 pairs across 59 cell lines (1) Drug 1: C1=NC(=NC(=O)N1C2C(C(C(O2)CO)O)O)N. Drug 2: CCN(CC)CCNC(=O)C1=C(NC(=C1C)C=C2C3=C(C=CC(=C3)F)NC2=O)C. Cell line: EKVX. Synergy scores: CSS=2.56, Synergy_ZIP=0.230, Synergy_Bliss=1.28, Synergy_Loewe=1.28, Synergy_HSA=1.33. (2) Synergy scores: CSS=-2.91, Synergy_ZIP=-0.501, Synergy_Bliss=-4.64, Synergy_Loewe=-2.88, Synergy_HSA=-5.15. Drug 1: CC1=CC=C(C=C1)C2=CC(=NN2C3=CC=C(C=C3)S(=O)(=O)N)C(F)(F)F. Cell line: SK-MEL-5. Drug 2: CCN(CC)CCNC(=O)C1=C(NC(=C1C)C=C2C3=C(C=CC(=C3)F)NC2=O)C. (3) Drug 1: CC(CN1CC(=O)NC(=O)C1)N2CC(=O)NC(=O)C2. Drug 2: CNC(=O)C1=NC=CC(=C1)OC2=CC=C(C=C2)NC(=O)NC3=CC(=C(C=C3)Cl)C(F)(F)F. Cell line: UACC-257. Synergy scores: CSS=30.8, Synergy_ZIP=-3.81, Synergy_Bliss=-3.01, Synergy_Loewe=-10.8, Synergy_HSA=-3.98. (4) Drug 1: CS(=O)(=O)CCNCC1=CC=C(O1)C2=CC3=C(C=C2)N=CN=C3NC4=CC(=C(C=C4)OCC5=CC(=CC=C5)F)Cl. Drug 2: CN(CCCl)CCCl.Cl. Cell line: U251. Synergy scores: CSS=44.8, Synergy_ZIP=-12.4, Synergy_Bliss=-1.64, Synergy_Loewe=-2.25, Synergy_HSA=1.32. (5) Drug 1: C1CN(CCN1C(=O)CCBr)C(=O)CCBr. Drug 2: N.N.Cl[Pt+2]Cl. Cell line: OVCAR-5. Synergy scores: CSS=59.4, Synergy_ZIP=-2.27, Synergy_Bliss=-2.33, Synergy_Loewe=-1.95, Synergy_HSA=3.12. (6) Drug 1: COC1=C2C(=CC3=C1OC=C3)C=CC(=O)O2. Drug 2: CC1CCCC2(C(O2)CC(NC(=O)CC(C(C(=O)C(C1O)C)(C)C)O)C(=CC3=CSC(=N3)C)C)C. Cell line: A498. Synergy scores: CSS=23.9, Synergy_ZIP=-0.604, Synergy_Bliss=-3.86, Synergy_Loewe=-30.2, Synergy_HSA=-13.6.